From a dataset of CYP1A2 inhibition data for predicting drug metabolism from PubChem BioAssay. Regression/Classification. Given a drug SMILES string, predict its absorption, distribution, metabolism, or excretion properties. Task type varies by dataset: regression for continuous measurements (e.g., permeability, clearance, half-life) or binary classification for categorical outcomes (e.g., BBB penetration, CYP inhibition). Dataset: cyp1a2_veith. The compound is CC(=O)N(/N=C1\Sc2ccccc2C1=O)c1ccccc1C. The result is 1 (inhibitor).